Dataset: Blood-brain barrier permeability classification from the B3DB database. Task: Regression/Classification. Given a drug SMILES string, predict its absorption, distribution, metabolism, or excretion properties. Task type varies by dataset: regression for continuous measurements (e.g., permeability, clearance, half-life) or binary classification for categorical outcomes (e.g., BBB penetration, CYP inhibition). Dataset: b3db_classification. (1) The molecule is NC(=O)OCCCc1ccccc1. The result is 1 (penetrates BBB). (2) The compound is C=CCSCC(=O)N[C@@H]1C(=O)N2[C@@H](C(=O)O)C(C)(C)S[C@H]12. The result is 0 (does not penetrate BBB). (3) The compound is C[C@H]1[C@H](NC(=O)/C(=N\OC(C)(C)C(=O)O)c2csc(N)n2)C(=O)N1S(=O)(=O)O. The result is 0 (does not penetrate BBB).